From a dataset of Reaction yield outcomes from USPTO patents with 853,638 reactions. Predict the reaction yield, written as a fraction of the theoretical maximum amount of product (1.0 means a 100% yield; for example, 0.34 means a 34% yield). (1) The reactants are Cl.[Cl:2][C:3]1[CH:4]=[C:5]2[C:9](=[CH:10][CH:11]=1)[NH:8][CH:7]=[C:6]2[CH2:12][CH2:13][NH2:14].[CH3:15][O:16][C:17]1[CH:18]=[C:19]([N:23]2[CH2:27][CH2:26][CH:25]([C:28](O)=[O:29])[C:24]2=[O:31])[CH:20]=[CH:21][CH:22]=1.[CH3:15][O:16][C:17]1[CH:18]=[C:19]([N:23]2[CH2:27][CH2:26][CH:25]([C:28](O)=[O:29])[C:24]2=[O:31])[CH:20]=[CH:21][CH:22]=1.C1CN([P+](ON2N=NC3C=CC=CC2=3)(N2CCCC2)N2CCCC2)CC1.F[P-](F)(F)(F)(F)F.C(N(CC)C(C)C)(C)C. The catalyst is ClCCl.CN(C=O)C. The product is [Cl:2][C:3]1[CH:4]=[C:5]2[C:9](=[CH:10][CH:11]=1)[NH:8][CH:7]=[C:6]2[CH2:12][CH2:13][NH:14][C:28]([CH:25]1[CH2:26][CH2:27][N:23]([C:19]2[CH:20]=[CH:21][CH:22]=[C:17]([O:16][CH3:15])[CH:18]=2)[C:24]1=[O:31])=[O:29]. The yield is 0.420. (2) The reactants are [CH3:1][N:2]1[CH:6]=[C:5]([N+:7]([O-:9])=[O:8])[CH:4]=[N:3]1.[CH:10](=[O:15])[CH2:11][CH2:12][CH:13]=[CH2:14].[Li+].C[Si]([N-][Si](C)(C)C)(C)C. The catalyst is C1COCC1. The product is [CH3:1][N:2]1[C:6]([CH:10]([OH:15])[CH2:11][CH2:12][CH:13]=[CH2:14])=[C:5]([N+:7]([O-:9])=[O:8])[CH:4]=[N:3]1. The yield is 0.360.